Dataset: Full USPTO retrosynthesis dataset with 1.9M reactions from patents (1976-2016). Task: Predict the reactants needed to synthesize the given product. (1) Given the product [CH2:1]([O:8][C@H:9]1[C@H:14]([O:15][CH2:16][C:17]2[CH:22]=[CH:21][CH:20]=[CH:19][CH:18]=2)[C@@H:13]([O:23][CH2:24][C:25]2[CH:26]=[CH:27][CH:28]=[CH:29][CH:30]=2)[C:12]([C:33]2[CH:38]=[CH:37][C:36]([CH2:39][CH3:40])=[C:35]([CH2:41][C:42]3[CH:51]=[CH:50][C:45]4[O:46][CH2:47][CH2:48][O:49][C:44]=4[CH:43]=3)[CH:34]=2)([O:31][CH3:32])[O:11][C:10]1([CH2:54][OH:55])[CH2:52][OH:53])[C:2]1[CH:3]=[CH:4][CH:5]=[CH:6][CH:7]=1, predict the reactants needed to synthesize it. The reactants are: [CH2:1]([O:8][C@H:9]1[C@H:14]([O:15][CH2:16][C:17]2[CH:22]=[CH:21][CH:20]=[CH:19][CH:18]=2)[C@@H:13]([O:23][CH2:24][C:25]2[CH:30]=[CH:29][CH:28]=[CH:27][CH:26]=2)[C:12]([C:33]2[CH:38]=[CH:37][C:36]([CH2:39][CH3:40])=[C:35]([CH2:41][C:42]3[CH:51]=[CH:50][C:45]4[O:46][CH2:47][CH2:48][O:49][C:44]=4[CH:43]=3)[CH:34]=2)([O:31][CH3:32])[O:11][C@@H:10]1[CH:52]=[O:53])[C:2]1[CH:7]=[CH:6][CH:5]=[CH:4][CH:3]=1.[CH2:54]=[O:55].[OH-].[K+]. (2) Given the product [CH2:23]([O:26][C:27](=[O:28])[NH:29][CH2:30][CH2:31][CH2:32][CH2:33][C@H:34]([NH2:38])[C:35](=[O:36])[NH:1][C:2]1[CH:3]=[CH:4][C:5]([CH2:6][N:7]([CH:15]2[CH2:20][CH2:19][CH2:18][CH2:17][CH2:16]2)[C:8]([C:10]2[O:11][CH:12]=[CH:13][CH:14]=2)=[O:9])=[CH:21][CH:22]=1)[CH:24]=[CH2:25], predict the reactants needed to synthesize it. The reactants are: [NH2:1][C:2]1[CH:22]=[CH:21][C:5]([CH2:6][N:7]([CH:15]2[CH2:20][CH2:19][CH2:18][CH2:17][CH2:16]2)[C:8]([C:10]2[O:11][CH:12]=[CH:13][CH:14]=2)=[O:9])=[CH:4][CH:3]=1.[CH2:23]([O:26][C:27]([NH:29][CH2:30][CH2:31][CH2:32][CH2:33][C@H:34]([NH:38]C(OCC1C2C=CC=CC=2C2C1=CC=CC=2)=O)[C:35](O)=[O:36])=[O:28])[CH:24]=[CH2:25].C1C2C(COC(=O)N[C@H](C(=O)NC3C=CC(C)=CC=3)CCCCNC(OC(C)(C)C)=O)C3C(=CC=CC=3)C=2C=CC=1. (3) Given the product [C:18]1([CH:17]([C:24]2[CH:25]=[CH:26][CH:27]=[CH:28][CH:29]=2)[O:8][CH2:7][C@@H:2]([NH2:1])[CH2:3][CH:4]([CH3:6])[CH3:5])[CH:23]=[CH:22][CH:21]=[CH:20][CH:19]=1, predict the reactants needed to synthesize it. The reactants are: [NH2:1][C@H:2]([CH2:7][OH:8])[CH2:3][CH:4]([CH3:6])[CH3:5].CS(O)(=O)=O.P(O[CH:17]([C:18]1[CH:23]=[CH:22][CH:21]=[CH:20][CH:19]=1)[C:24]1[CH:29]=[CH:28][CH:27]=[CH:26][CH:25]=1)(O[CH:17]([C:18]1[CH:23]=[CH:22][CH:21]=[CH:20][CH:19]=1)[C:24]1[CH:29]=[CH:28][CH:27]=[CH:26][CH:25]=1)(O[CH:17]([C:24]1[CH:29]=[CH:28][CH:27]=[CH:26][CH:25]=1)[C:18]1[CH:23]=[CH:22][CH:21]=[CH:20][CH:19]=1)=O.C(=O)([O-])[O-].[Na+].[Na+]. (4) Given the product [CH3:1][O:2][C:3]1[CH:8]=[C:7]([O:9][CH3:10])[CH:6]=[CH:5][C:4]=1[C:11]1[N:15]([C:16]2[CH:17]=[CH:18][C:19]([O:22][CH3:23])=[CH:20][CH:21]=2)[N:14]=[C:13]([CH:24]2[CH2:29][CH2:28][N:27]([C:34](=[O:40])[N:51]([OH:52])[CH3:50])[CH2:26][CH2:25]2)[CH:12]=1, predict the reactants needed to synthesize it. The reactants are: [CH3:1][O:2][C:3]1[CH:8]=[C:7]([O:9][CH3:10])[CH:6]=[CH:5][C:4]=1[C:11]1[N:15]([C:16]2[CH:21]=[CH:20][C:19]([O:22][CH3:23])=[CH:18][CH:17]=2)[N:14]=[C:13]([CH:24]2[CH2:29][CH2:28][NH:27][CH2:26][CH2:25]2)[CH:12]=1.ClC(Cl)(O[C:34](=[O:40])OC(Cl)(Cl)Cl)Cl.C(N(CC)CC)C.Cl.[CH3:50][NH:51][OH:52]. (5) Given the product [CH2:51]([O:50][C:47]1[CH:48]=[CH:49][C:44]([C:42]2[NH:41][C:37]3[N:38]=[CH:39][N:40]=[C:35]([O:34][C:30]4[CH:29]=[C:28]5[C:33](=[CH:32][CH:31]=4)[NH:25][CH:26]=[CH:27]5)[C:36]=3[CH:43]=2)=[CH:45][CH:46]=1)[C:52]1[CH:53]=[CH:54][CH:55]=[CH:56][CH:57]=1, predict the reactants needed to synthesize it. The reactants are: [F-].C([N+](CCCC)(CCCC)CCCC)CCC.O.C(NC([N:25]1[C:33]2[C:28](=[CH:29][C:30]([O:34][C:35]3[C:36]4[CH:43]=[C:42]([C:44]5[CH:49]=[CH:48][C:47]([O:50][CH2:51][C:52]6[CH:57]=[CH:56][CH:55]=[CH:54][CH:53]=6)=[CH:46][CH:45]=5)[N:41](COCC[Si](C)(C)C)[C:37]=4[N:38]=[CH:39][N:40]=3)=[CH:31][CH:32]=2)[CH:27]=[CH:26]1)=O)C. (6) Given the product [CH3:1][O:2][C:3]([C:5]1[CH:10]=[CH:9][CH:8]=[C:7]([CH2:11][Br:19])[N:6]=1)=[O:4], predict the reactants needed to synthesize it. The reactants are: [CH3:1][O:2][C:3]([C:5]1[CH:10]=[CH:9][CH:8]=[C:7]([CH3:11])[N:6]=1)=[O:4].C1C(=O)N([Br:19])C(=O)C1. (7) The reactants are: [N:1]1[N:2]([C:6]2[CH:7]=[C:8]([NH:12][C:13]3[C:18]([C:19]([NH2:21])=[O:20])=[CH:17][N:16]=[C:15](SC)[N:14]=3)[CH:9]=[CH:10][CH:11]=2)[N:3]=[CH:4][CH:5]=1.C1C=C(Cl)C=C(C(OO)=O)C=1.CCN(C(C)C)C(C)C.Cl.[NH2:45][C@@H:46]1[CH2:51][CH2:50][CH2:49][CH2:48][C@H:47]1[OH:52]. Given the product [N:1]1[N:2]([C:6]2[CH:7]=[C:8]([NH:12][C:13]3[C:18]([C:19]([NH2:21])=[O:20])=[CH:17][N:16]=[C:15]([NH:45][C@@H:46]4[CH2:51][CH2:50][CH2:49][CH2:48][C@H:47]4[OH:52])[N:14]=3)[CH:9]=[CH:10][CH:11]=2)[N:3]=[CH:4][CH:5]=1, predict the reactants needed to synthesize it.